This data is from Full USPTO retrosynthesis dataset with 1.9M reactions from patents (1976-2016). The task is: Predict the reactants needed to synthesize the given product. (1) Given the product [Cl:21][C:19]1[C:11]2[C:5](=[CH:4][C:3]([O:2][CH3:1])=[CH:13][CH:12]=2)[CH:6]=[CH:7][N:16]=1, predict the reactants needed to synthesize it. The reactants are: [CH3:1][O:2][C:3]1[CH:4]=[C:5]([CH:11]=[CH:12][CH:13]=1)[CH:6]=[CH:7]C(O)=O.C([N:16]([CH2:19]C)CC)C.[Cl:21]C(OCC)=O.[N-]=[N+]=[N-].[Na+]. (2) Given the product [F:1][C:2]1[CH:7]=[CH:6][C:5]([S:8]([NH:12][C@H:13]([C:34]2[CH:35]=[CH:36][CH:37]=[CH:38][CH:39]=2)[CH2:14][CH2:15][N:16]2[CH2:21][CH2:20][CH:19]([C:22]3[CH:23]=[C:24]([NH:28][C:29](=[O:33])[CH:30]([CH3:32])[CH3:31])[CH:25]=[CH:26][CH:27]=3)[CH2:18][CH2:17]2)(=[O:10])=[O:9])=[CH:4][CH:3]=1, predict the reactants needed to synthesize it. The reactants are: [F:1][C:2]1[CH:7]=[CH:6][C:5]([S:8](Cl)(=[O:10])=[O:9])=[CH:4][CH:3]=1.[NH2:12][C@H:13]([C:34]1[CH:39]=[CH:38][CH:37]=[CH:36][CH:35]=1)[CH2:14][CH2:15][N:16]1[CH2:21][CH2:20][CH:19]([C:22]2[CH:23]=[C:24]([NH:28][C:29](=[O:33])[CH:30]([CH3:32])[CH3:31])[CH:25]=[CH:26][CH:27]=2)[CH2:18][CH2:17]1. (3) Given the product [CH3:28][O:27][C:25](=[O:26])[NH:1][C@H:2]1[CH2:3][C:4]2[C:5]3[C:10](=[CH:9][CH:8]=[C:7]([C:15]#[N:16])[CH:6]=3)[NH:11][C:12]=2[CH2:13][CH2:14]1, predict the reactants needed to synthesize it. The reactants are: [NH2:1][CH:2]1[CH2:14][CH2:13][C:12]2[NH:11][C:10]3[CH:9]=[CH:8][C:7]([C:15]#[N:16])=[CH:6][C:5]=3[C:4]=2[CH2:3]1.C(N(CC)CC)C.Cl[C:25]([O:27][CH3:28])=[O:26]. (4) Given the product [Br:4][C:5]1[CH:10]=[CH:9][C:8]([NH:11][C@@H:12]2[CH2:17][CH2:16][N:15]([CH3:22])[CH2:14][C@H:13]2[OH:18])=[C:7]([N+:19]([O-:21])=[O:20])[CH:6]=1, predict the reactants needed to synthesize it. The reactants are: C=O.Cl.[Br:4][C:5]1[CH:10]=[CH:9][C:8]([NH:11][C@@H:12]2[CH2:17][CH2:16][NH:15][CH2:14][C@H:13]2[OH:18])=[C:7]([N+:19]([O-:21])=[O:20])[CH:6]=1.[C:22](O)(=O)C.C([BH3-])#N.[Na+]. (5) Given the product [O:38]=[C:7]1[N:8]([CH2:21][C:22]2[C:27]([F:28])=[CH:26][C:25]([C:29]3[C:30]([C:35]#[N:36])=[CH:31][CH:32]=[CH:33][CH:34]=3)=[CH:24][C:23]=2[F:37])[C:9]2[S:15][C:14]([CH2:16][C:17]([F:20])([F:19])[F:18])=[CH:13][C:10]=2[C:11](=[O:12])[NH:6]1, predict the reactants needed to synthesize it. The reactants are: COC1C=C(OC)C=CC=1C[N:6]1[C:11](=[O:12])[C:10]2[CH:13]=[C:14]([CH2:16][C:17]([F:20])([F:19])[F:18])[S:15][C:9]=2[N:8]([CH2:21][C:22]2[C:27]([F:28])=[CH:26][C:25]([C:29]3[C:30]([C:35]#[N:36])=[CH:31][CH:32]=[CH:33][CH:34]=3)=[CH:24][C:23]=2[F:37])[C:7]1=[O:38].FC(F)(F)C(O)=O. (6) Given the product [CH2:1]([O:3][C:16]([C:9]1[C:8]([O:7][CH2:5][CH3:6])=[C:13]([OH:14])[N:12]=[C:11]([OH:15])[N:10]=1)=[O:17])[CH3:2], predict the reactants needed to synthesize it. The reactants are: [C:1](Cl)(=[O:3])[CH3:2].[CH2:5]([O:7][C:8]1[C:9]([C:16](O)=[O:17])=[N:10][C:11]([OH:15])=[N:12][C:13]=1[OH:14])[CH3:6]. (7) Given the product [NH2:16][C:17]1[CH:27]=[C:26]([CH:28]2[O:4][CH2:1][CH2:2][O:3]2)[C:25]([CH3:30])=[CH:24][C:18]=1[C:19]([O:21][CH2:22][CH3:23])=[O:20], predict the reactants needed to synthesize it. The reactants are: [CH2:1]([OH:4])[CH2:2][OH:3].CC1C=CC(S(O)(=O)=O)=CC=1.[NH2:16][C:17]1[CH:27]=[C:26]([CH:28]=O)[C:25]([CH3:30])=[CH:24][C:18]=1[C:19]([O:21][CH2:22][CH3:23])=[O:20].C(=O)(O)[O-].[Na+]. (8) Given the product [CH2:1]([O:8][C:9]1[CH:18]=[C:17]2[C:12]([C:13]([O:19][C:20]3[CH:25]=[CH:24][C:23]([N:35]([C:32]4[CH:31]=[CH:30][C:29]([F:28])=[CH:34][CH:33]=4)[C:36]([C:38]4([C:41]([NH2:45])=[O:43])[CH2:39][CH2:40]4)=[O:37])=[CH:22][C:21]=3[F:27])=[CH:14][CH:15]=[N:16]2)=[CH:11][CH:10]=1)[C:2]1[CH:3]=[CH:4][CH:5]=[CH:6][CH:7]=1, predict the reactants needed to synthesize it. The reactants are: [CH2:1]([O:8][C:9]1[CH:18]=[C:17]2[C:12]([C:13]([O:19][C:20]3[CH:25]=[CH:24][C:23](N)=[CH:22][C:21]=3[F:27])=[CH:14][CH:15]=[N:16]2)=[CH:11][CH:10]=1)[C:2]1[CH:7]=[CH:6][CH:5]=[CH:4][CH:3]=1.[F:28][C:29]1[CH:34]=[CH:33][C:32]([NH:35][C:36]([C:38]2([C:41]([OH:43])=O)[CH2:40][CH2:39]2)=[O:37])=[CH:31][CH:30]=1.C[N:45](C(ON1N=NC2C=CC=NC1=2)=[N+](C)C)C.F[P-](F)(F)(F)(F)F.